Dataset: Catalyst prediction with 721,799 reactions and 888 catalyst types from USPTO. Task: Predict which catalyst facilitates the given reaction. (1) Reactant: [Cl:1][C:2]1[CH:16]=[CH:15][C:5]([CH2:6][N:7]2[CH:12]=[N:11][C:10](O)=[N:9][C:8]2=[O:14])=[CH:4][CH:3]=1.[N:17]1(O[P+](N2CCCC2)(N2CCCC2)N2CCCC2)[C:21]2C=[CH:23][CH:24]=[CH:25][C:20]=2N=N1.N12CCCN=C1CCCCC2.[F:54][C:55]1[CH:64]=[CH:63][C:58]2[NH:59][C:60](=[S:62])[NH:61][C:57]=2[CH:56]=1. The catalyst class is: 10. Product: [Cl:1][C:2]1[CH:16]=[CH:15][C:5]([CH2:6][N:7]2[CH:12]=[N:11][C:10]([N:17]3[CH2:23][CH2:24][CH:25]([N:59]4[C:58]5[CH:63]=[CH:64][C:55]([F:54])=[CH:56][C:57]=5[NH:61][C:60]4=[S:62])[CH2:20][CH2:21]3)=[N:9][C:8]2=[O:14])=[CH:4][CH:3]=1. (2) Reactant: [CH2:1]([NH2:3])C.[Li]CCCC.[C:9]([Si:13]([CH2:18][CH3:19])(OC)OC)([CH3:12])([CH3:11])[CH3:10].[CH3:20][NH2:21]. Product: [CH3:20][NH:21][Si:13]([NH:3][CH3:1])([C:9]([CH3:12])([CH3:11])[CH3:10])[CH2:18][CH3:19]. The catalyst class is: 323. (3) Reactant: N[CH2:2][C:3]([NH:6][C:7]([C:9]1[CH:18]=[C:17]2[C:12]([C:13]([C:19]3[C:23]([C:24]4[CH:29]=[CH:28][CH:27]=[C:26]([CH3:30])[N:25]=4)=[N:22][N:21]4[CH2:31][CH2:32][CH2:33][C:20]=34)=[CH:14][CH:15]=[N:16]2)=[CH:11][CH:10]=1)=[O:8])([CH3:5])[CH3:4].[C:34]([BH3-])#[N:35].[Na+].[C:38](O)(=O)C.C=O. Product: [CH3:38][N:35]([CH3:34])[CH2:2][C:3]([NH:6][C:7]([C:9]1[CH:18]=[C:17]2[C:12]([C:13]([C:19]3[C:23]([C:24]4[CH:29]=[CH:28][CH:27]=[C:26]([CH3:30])[N:25]=4)=[N:22][N:21]4[CH2:31][CH2:32][CH2:33][C:20]=34)=[CH:14][CH:15]=[N:16]2)=[CH:11][CH:10]=1)=[O:8])([CH3:5])[CH3:4]. The catalyst class is: 5. (4) Reactant: [CH3:1][N:2]1[CH:7]=[C:6](B2OC(C)(C)C(C)(C)O2)[CH:5]=[C:4]([NH:17][C:18]2[CH:23]=[CH:22][N:21]=[C:20]([CH3:24])[N:19]=2)[C:3]1=[O:25].Cl[C:27]1[CH:32]=[CH:31][N:30]=[C:29]([N:33]2[CH2:44][CH2:43][N:42]3[C:35](=[CH:36][C:37]4[CH2:38][C:39]([CH3:46])([CH3:45])[CH2:40][C:41]=43)[C:34]2=[O:47])[C:28]=1[CH:48]=[O:49].[O-]P([O-])([O-])=O.[K+].[K+].[K+].C([O-])(=O)C.[Na+]. Product: [CH3:1][N:2]1[C:3](=[O:25])[C:4]([NH:17][C:18]2[CH:23]=[CH:22][N:21]=[C:20]([CH3:24])[N:19]=2)=[CH:5][C:6]([C:27]2[C:28]([CH:48]=[O:49])=[C:29]([N:33]3[CH2:44][CH2:43][N:42]4[C:35](=[CH:36][C:37]5[CH2:38][C:39]([CH3:45])([CH3:46])[CH2:40][C:41]=54)[C:34]3=[O:47])[N:30]=[CH:31][CH:32]=2)=[CH:7]1. The catalyst class is: 379.